This data is from Reaction yield outcomes from USPTO patents with 853,638 reactions. The task is: Predict the reaction yield, written as a fraction of the theoretical maximum amount of product (1.0 means a 100% yield; for example, 0.34 means a 34% yield). (1) The reactants are [CH2:1]([N:8]1[C:13](=[O:14])[C:12]2[C:15]([CH3:18])=[N:16][S:17][C:11]=2[N:10]=[C:9]1[CH:19]([NH:22][CH2:23][CH2:24][CH2:25][OH:26])[CH2:20][CH3:21])[C:2]1[CH:7]=[CH:6][CH:5]=[CH:4][CH:3]=1.C(=O)([O-])[O-].[K+].[K+].[CH3:33][C:34]1[CH:41]=[CH:40][C:37]([CH2:38]Br)=[CH:36][CH:35]=1. The catalyst is CN(C=O)C. The product is [CH2:1]([N:8]1[C:13](=[O:14])[C:12]2[C:15]([CH3:18])=[N:16][S:17][C:11]=2[N:10]=[C:9]1[CH:19]([N:22]([CH2:23][CH2:24][CH2:25][OH:26])[CH2:33][C:34]1[CH:41]=[CH:40][C:37]([CH3:38])=[CH:36][CH:35]=1)[CH2:20][CH3:21])[C:2]1[CH:3]=[CH:4][CH:5]=[CH:6][CH:7]=1. The yield is 0.390. (2) The reactants are C([O:3][C:4]([C:6]1[N:7]([CH2:12][CH2:13][CH2:14][O:15][C:16]2[CH:21]=[CH:20][C:19]([C:22]([N:24]3[C:33]4[C:28](=[CH:29][CH:30]=[CH:31][CH:32]=4)[C@H:27]([N:34]([C:42](=[O:44])[CH3:43])[C:35]4[CH:40]=[CH:39][C:38]([Cl:41])=[CH:37][CH:36]=4)[CH2:26][C@@H:25]3[CH3:45])=[O:23])=[CH:18][CH:17]=2)[CH:8]=[N:9][C:10]=1[CH3:11])=[O:5])C.C(O)C.[OH-].[Na+]. The catalyst is O1CCCC1. The product is [C:42]([N:34]([C:35]1[CH:36]=[CH:37][C:38]([Cl:41])=[CH:39][CH:40]=1)[C@H:27]1[C:28]2[C:33](=[CH:32][CH:31]=[CH:30][CH:29]=2)[N:24]([C:22]([C:19]2[CH:20]=[CH:21][C:16]([O:15][CH2:14][CH2:13][CH2:12][N:7]3[C:6]([C:4]([OH:5])=[O:3])=[C:10]([CH3:11])[N:9]=[CH:8]3)=[CH:17][CH:18]=2)=[O:23])[C@@H:25]([CH3:45])[CH2:26]1)(=[O:44])[CH3:43]. The yield is 0.610. (3) The reactants are Cl[C:2]1[CH:7]=[C:6]([Cl:8])[N:5]=[CH:4][N:3]=1.[CH3:9][C:10]1[CH:15]=[C:14]([NH2:16])[CH:13]=[C:12]([CH3:17])[C:11]=1[OH:18].[OH-:19].[Na+].[OH2:21]. The catalyst is CC(C)=O. The product is [Cl:8][C:6]1[CH:7]=[C:2]([O:18][C:11]2[C:10]([CH3:9])=[CH:15][C:14]([N+:16]([O-:21])=[O:19])=[CH:13][C:12]=2[CH3:17])[N:3]=[CH:4][N:5]=1. The yield is 0.660. (4) The reactants are [CH2:1]([O:3][CH2:4][C:5]1[N:6]([CH2:13][C:14]([OH:17])([CH3:16])[CH3:15])[C:7](I)=[C:8]([C:10]#[N:11])[N:9]=1)[CH3:2].C1(P(C2C=CC=CC=2)C2C=CC=CC=2)C=CC=CC=1.[NH2:37][C:38]1[CH:39]=[C:40]([CH:45]=[CH:46][C:47]=1B1OC(C)(C)C(C)(C)O1)[C:41]([O:43][CH3:44])=[O:42].C([O-])([O-])=O.[Na+].[Na+]. The catalyst is CC([O-])=O.CC([O-])=O.[Pd+2].C(COC)OC. The product is [NH2:37][C:38]1[CH:39]=[C:40]([CH:45]=[CH:46][C:47]=1[C:7]1[N:6]([CH2:13][C:14]([OH:17])([CH3:16])[CH3:15])[CH:5]([CH2:4][O:3][CH2:1][CH3:2])[NH:9][C:8]=1[C:10]#[N:11])[C:41]([O:43][CH3:44])=[O:42]. The yield is 0.710.